From a dataset of NCI-60 drug combinations with 297,098 pairs across 59 cell lines. Regression. Given two drug SMILES strings and cell line genomic features, predict the synergy score measuring deviation from expected non-interaction effect. (1) Drug 1: C1CCN(CC1)CCOC2=CC=C(C=C2)C(=O)C3=C(SC4=C3C=CC(=C4)O)C5=CC=C(C=C5)O. Drug 2: CC1=C(C=C(C=C1)NC2=NC=CC(=N2)N(C)C3=CC4=NN(C(=C4C=C3)C)C)S(=O)(=O)N.Cl. Cell line: SNB-19. Synergy scores: CSS=2.25, Synergy_ZIP=1.54, Synergy_Bliss=5.17, Synergy_Loewe=4.21, Synergy_HSA=3.21. (2) Drug 1: CCN(CC)CCNC(=O)C1=C(NC(=C1C)C=C2C3=C(C=CC(=C3)F)NC2=O)C. Drug 2: CC(C)(C#N)C1=CC(=CC(=C1)CN2C=NC=N2)C(C)(C)C#N. Cell line: HCT-15. Synergy scores: CSS=-4.92, Synergy_ZIP=8.90, Synergy_Bliss=13.5, Synergy_Loewe=-3.52, Synergy_HSA=-1.84. (3) Drug 1: C1CC(=O)NC(=O)C1N2CC3=C(C2=O)C=CC=C3N. Drug 2: C1CC(C1)(C(=O)O)C(=O)O.[NH2-].[NH2-].[Pt+2]. Cell line: SK-MEL-28. Synergy scores: CSS=19.9, Synergy_ZIP=-4.69, Synergy_Bliss=-0.921, Synergy_Loewe=-1.83, Synergy_HSA=0.684. (4) Drug 1: C1CCC(C1)C(CC#N)N2C=C(C=N2)C3=C4C=CNC4=NC=N3. Drug 2: CC1=C(C=C(C=C1)NC2=NC=CC(=N2)N(C)C3=CC4=NN(C(=C4C=C3)C)C)S(=O)(=O)N.Cl. Cell line: SK-MEL-28. Synergy scores: CSS=3.05, Synergy_ZIP=6.35, Synergy_Bliss=12.9, Synergy_Loewe=7.55, Synergy_HSA=8.26.